From a dataset of Forward reaction prediction with 1.9M reactions from USPTO patents (1976-2016). Predict the product of the given reaction. (1) Given the reactants [Br:1][C:2]1[N:7]=[C:6]([NH2:8])[C:5]([O:9][CH3:10])=[CH:4][CH:3]=1.[Cl:11]N1C(=O)CCC1=O, predict the reaction product. The product is: [Br:1][C:2]1[N:7]=[C:6]([NH2:8])[C:5]([O:9][CH3:10])=[CH:4][C:3]=1[Cl:11]. (2) Given the reactants [Cl:1][C:2]1[C:7](=[O:8])[N:6]([C:9]2[CH:10]=[C:11]([CH:19]=[CH:20][C:21]=2[CH3:22])[C:12]([NH:14][CH2:15][C:16](N)=[O:17])=[O:13])[CH:5]=[N:4][C:3]=1[O:23][CH2:24][C:25]1[CH:30]=[CH:29][C:28]([F:31])=[CH:27][C:26]=1[F:32].Cl.N[CH2:35]C(N)=O, predict the reaction product. The product is: [Cl:1][C:2]1[C:7](=[O:8])[N:6]([C:9]2[CH:10]=[C:11]([CH:19]=[CH:20][C:21]=2[CH3:22])[C:12]([NH:14][CH2:15][C@@H:16]([OH:17])[CH3:35])=[O:13])[CH:5]=[N:4][C:3]=1[O:23][CH2:24][C:25]1[CH:30]=[CH:29][C:28]([F:31])=[CH:27][C:26]=1[F:32]. (3) Given the reactants C1(S([CH:10]([CH2:24][CH2:25][CH2:26][CH2:27]/[CH:28]=[CH:29]\[CH2:30]/[CH:31]=[CH:32]\[CH2:33]/[CH:34]=[CH:35]\[CH2:36]/[CH:37]=[CH:38]\[CH2:39][CH2:40][CH2:41][CH2:42][CH3:43])[CH2:11][CH2:12][CH2:13][CH2:14][CH2:15][CH2:16][CH2:17][CH2:18][CH2:19][CH2:20][C:21]([OH:23])=[O:22])(=O)=O)C=CC=CC=1, predict the reaction product. The product is: [C:21]([OH:23])(=[O:22])[CH2:20][CH2:19][CH2:18][CH2:17][CH2:16][CH2:15][CH2:14][CH2:13][CH2:12][CH2:11][CH2:10][CH2:24][CH2:25][CH2:26][CH2:27]/[CH:28]=[CH:29]\[CH2:30]/[CH:31]=[CH:32]\[CH2:33]/[CH:34]=[CH:35]\[CH2:36]/[CH:37]=[CH:38]\[CH2:39][CH2:40][CH2:41][CH2:42][CH3:43]. (4) Given the reactants [CH:1]1([C:4](Cl)=[O:5])[CH2:3][CH2:2]1.[NH:7]1[CH2:12][CH2:11][CH:10]([N:13]2[CH:17]=[C:16]([O:18][C:19]3[N:20]=[C:21]([OH:29])[C:22]4[CH:28]=[CH:27][N:26]=[CH:25][C:23]=4[N:24]=3)[CH:15]=[N:14]2)[CH2:9][CH2:8]1, predict the reaction product. The product is: [CH:1]1([C:4]([N:7]2[CH2:8][CH2:9][CH:10]([N:13]3[CH:17]=[C:16]([O:18][C:19]4[N:20]=[C:21]([OH:29])[C:22]5[CH:28]=[CH:27][N:26]=[CH:25][C:23]=5[N:24]=4)[CH:15]=[N:14]3)[CH2:11][CH2:12]2)=[O:5])[CH2:3][CH2:2]1. (5) Given the reactants [CH:1]1[C:10]2[C:5](=[CH:6][CH:7]=[CH:8][CH:9]=2)[CH:4]=[CH:3][C:2]=1[SH:11].[OH:12][C@@H:13]1[C:17]([CH3:19])([CH3:18])[CH2:16][O:15][C:14]1=[O:20].C(=O)([O-])[O-].[K+].[K+].Cl, predict the reaction product. The product is: [OH:12][C@H:13]([C:17]([CH3:19])([CH3:18])[CH2:16][S:11][C:2]1[CH:3]=[CH:4][C:5]2[C:10](=[CH:9][CH:8]=[CH:7][CH:6]=2)[CH:1]=1)[C:14]([OH:20])=[O:15].